Dataset: Forward reaction prediction with 1.9M reactions from USPTO patents (1976-2016). Task: Predict the product of the given reaction. (1) Given the reactants [H-].C([Al+]CC(C)C)C(C)C.[Br:11][C:12]1[CH:13]=[CH:14][C:15]([F:46])=[C:16]([C@:18]2([CH2:44][F:45])[CH:23]=[C:22]([C:24](OC)=[O:25])[S:21][C:20]([N:28]([C:37]([O:39][C:40]([CH3:43])([CH3:42])[CH3:41])=[O:38])[CH2:29][O:30][CH2:31][CH2:32][Si:33]([CH3:36])([CH3:35])[CH3:34])=[N:19]2)[CH:17]=1.CC(C[AlH]CC(C)C)C.CO, predict the reaction product. The product is: [C:40]([O:39][C:37](=[O:38])[N:28]([C:20]1[S:21][C:22]([CH2:24][OH:25])=[CH:23][C@:18]([C:16]2[CH:17]=[C:12]([Br:11])[CH:13]=[CH:14][C:15]=2[F:46])([CH2:44][F:45])[N:19]=1)[CH2:29][O:30][CH2:31][CH2:32][Si:33]([CH3:34])([CH3:35])[CH3:36])([CH3:43])([CH3:41])[CH3:42]. (2) Given the reactants Br[CH2:2][C:3](=O)[C:4]([O:6][CH2:7][CH3:8])=[O:5].[NH2:10][C:11]1[S:12][C:13]2[CH:19]=[CH:18][CH:17]=[CH:16][C:14]=2[N:15]=1, predict the reaction product. The product is: [N:10]1[C:3]([C:4]([O:6][CH2:7][CH3:8])=[O:5])=[CH:2][N:15]2[C:14]3[CH:16]=[CH:17][CH:18]=[CH:19][C:13]=3[S:12][C:11]=12. (3) Given the reactants C1(P(=O)(C2C=CC=CC=2)C2C=CC=CC=2)C=CC=CC=1.FC(F)(F)S(OS(C(F)(F)F)(=O)=O)(=O)=O.C([S:43][CH:44]([C:69]#[N:70])[CH2:45][NH:46][C:47]([C:49]1[NH:50][C:51]2[C:56]([CH:57]=1)=[C:55]([CH3:58])[CH:54]=[CH:53][C:52]=2[N:59]([CH3:68])[S:60]([C:63]1[S:64][CH:65]=[CH:66][CH:67]=1)(=[O:62])=[O:61])=O)C1C=CC=CC=1.CSC.C(=O)([O-])O.[Na+], predict the reaction product. The product is: [C:69]([CH:44]1[S:43][C:47]([C:49]2[NH:50][C:51]3[C:56]([CH:57]=2)=[C:55]([CH3:58])[CH:54]=[CH:53][C:52]=3[N:59]([CH3:68])[S:60]([C:63]2[S:64][CH:65]=[CH:66][CH:67]=2)(=[O:62])=[O:61])=[N:46][CH2:45]1)#[N:70]. (4) Given the reactants C([O:8][C:9](=[O:45])[C:10]([CH3:44])([CH3:43])[CH2:11][O:12][C:13]([O:15][CH:16]([N:18]1[N:22]=[C:21]([C:23]2[CH:24]=[C:25]([C:30]3[CH:35]=[CH:34][C:33]([O:36][C:37]([F:40])([F:39])[F:38])=[CH:32][CH:31]=3)[CH:26]=[C:27]([Cl:29])[CH:28]=2)[C:20]([C:41]#[N:42])=[N:19]1)[CH3:17])=[O:14])C1C=CC=CC=1.C1CC=CCC=1, predict the reaction product. The product is: [Cl:29][C:27]1[CH:28]=[C:23]([C:21]2[C:20]([C:41]#[N:42])=[N:19][N:18]([CH:16]([O:15][C:13]([O:12][CH2:11][C:10]([CH3:43])([CH3:44])[C:9]([OH:45])=[O:8])=[O:14])[CH3:17])[N:22]=2)[CH:24]=[C:25]([C:30]2[CH:35]=[CH:34][C:33]([O:36][C:37]([F:40])([F:39])[F:38])=[CH:32][CH:31]=2)[CH:26]=1. (5) The product is: [F:1][C:2]1[CH:3]=[CH:4][C:5]([CH2:8][C:9](=[CH2:13])[CH:10]=[O:11])=[CH:6][CH:7]=1. Given the reactants [F:1][C:2]1[CH:7]=[CH:6][C:5]([CH2:8][CH2:9][CH:10]=[O:11])=[CH:4][CH:3]=1.Cl.[CH2:13](NCC)C.C=O, predict the reaction product.